The task is: Predict the reaction yield, written as a fraction of the theoretical maximum amount of product (1.0 means a 100% yield; for example, 0.34 means a 34% yield).. This data is from Reaction yield outcomes from USPTO patents with 853,638 reactions. (1) The reactants are C[O:2][C:3](=[O:12])[CH:4]([OH:11])[C:5]1[CH:10]=[CH:9][CH:8]=[CH:7][CH:6]=1.[CH3:13][N:14]([CH3:18])[C:15](Cl)=[O:16]. The yield is 0.830. The catalyst is C1COCC1.CN(C1C=CN=CC=1)C.C(OCC)(=O)C. The product is [CH3:13][N:14]([CH3:18])[C:15]([O:11][CH:4]([C:5]1[CH:10]=[CH:9][CH:8]=[CH:7][CH:6]=1)[C:3]([OH:2])=[O:12])=[O:16]. (2) The reactants are [CH2:1]([N:8]([CH2:17][C:18]1[CH:23]=[CH:22][CH:21]=[CH:20][CH:19]=1)[CH2:9][CH2:10][CH:11]1[CH2:16][CH2:15][NH:14][CH2:13][CH2:12]1)[C:2]1[CH:7]=[CH:6][CH:5]=[CH:4][CH:3]=1.Br.Br[C:26]1[CH:31]=[CH:30][N:29]=[CH:28][CH:27]=1.CCN(C(C)C)C(C)C. The yield is 0.530. The catalyst is C(O)CCC. The product is [CH2:17]([N:8]([CH2:1][C:2]1[CH:3]=[CH:4][CH:5]=[CH:6][CH:7]=1)[CH2:9][CH2:10][CH:11]1[CH2:12][CH2:13][N:14]([C:26]2[CH:31]=[CH:30][N:29]=[CH:28][CH:27]=2)[CH2:15][CH2:16]1)[C:18]1[CH:23]=[CH:22][CH:21]=[CH:20][CH:19]=1.